From a dataset of Full USPTO retrosynthesis dataset with 1.9M reactions from patents (1976-2016). Predict the reactants needed to synthesize the given product. (1) Given the product [Br:11][C:12]1[CH:13]=[N:14][C:15]([NH:9][CH2:8][CH:3]2[C:2]([CH3:10])([CH3:1])[CH2:7][CH2:6][CH2:5][NH:4]2)=[N:16][CH:17]=1, predict the reactants needed to synthesize it. The reactants are: [CH3:1][C:2]1([CH3:10])[CH2:7][CH2:6][CH2:5][NH:4][CH:3]1[CH2:8][NH2:9].[Br:11][C:12]1[CH:13]=[N:14][C:15](Cl)=[N:16][CH:17]=1.C(N(C(C)C)CC)(C)C.C(=O)([O-])[O-].[K+].[K+]. (2) Given the product [OH:50][C:44]1[C:45]([S:46]([OH:49])(=[O:48])=[O:47])=[CH:40][CH:41]=[CH:42][C:43]=1[NH:51][C:5](=[O:6])[CH2:4][CH2:3][C@@H:2]([C:8]([OH:10])=[O:9])[NH2:1], predict the reactants needed to synthesize it. The reactants are: [NH:1](C(OCC1C=CC=CC=1)=O)[C@H:2]([C:8]([O:10]CC1C=CC=CC=1)=[O:9])[CH2:3][CH2:4][C:5](=O)[OH:6].C1N=CN(C(N2C=NC=C2)=O)C=1.[CH:40]1[C:45]([S:46]([OH:49])(=[O:48])=[O:47])=[C:44]([OH:50])[C:43]([NH2:51])=[CH:42][C:41]=1Cl.C1COCC1. (3) The reactants are: [CH2:1]([C:3]1[O:7][C:6]([C:8]2[CH:9]=[C:10]([NH:24][CH:25]([CH3:27])[CH3:26])[C:11]([N:14]3[CH2:19][CH2:18][CH:17]([C:20]([O:22]C)=[O:21])[CH2:16][CH2:15]3)=[N:12][CH:13]=2)=[N:5][CH:4]=1)[CH3:2].[Li+].[OH-].Cl. Given the product [CH2:1]([C:3]1[O:7][C:6]([C:8]2[CH:9]=[C:10]([NH:24][CH:25]([CH3:26])[CH3:27])[C:11]([N:14]3[CH2:15][CH2:16][CH:17]([C:20]([OH:22])=[O:21])[CH2:18][CH2:19]3)=[N:12][CH:13]=2)=[N:5][CH:4]=1)[CH3:2], predict the reactants needed to synthesize it. (4) Given the product [C@H:16]12[CH2:21][C@H:19]([NH:18][CH2:17]1)[CH2:20][N:15]2[C:4]1[C:3]([C:1]#[N:2])=[CH:8][C:7]([C:9]([O:11][CH2:12][CH3:13])=[O:10])=[C:6]([CH3:14])[N:5]=1, predict the reactants needed to synthesize it. The reactants are: [C:1]([C:3]1[C:4]([N:15]2[CH2:20][C@@H:19]3[CH2:21][C@H:16]2[CH2:17][N:18]3C(OC(C)(C)C)=O)=[N:5][C:6]([CH3:14])=[C:7]([C:9]([O:11][CH2:12][CH3:13])=[O:10])[CH:8]=1)#[N:2].Cl.O1CCOCC1.